From a dataset of Catalyst prediction with 721,799 reactions and 888 catalyst types from USPTO. Predict which catalyst facilitates the given reaction. (1) Reactant: [NH2:1][C:2]([CH3:8])([CH2:6][OH:7])[C:3]([OH:5])=[O:4].C([O-])(O)=O.[Na+].[C:14](ON1C(=O)CCC1=O)([O:16][CH2:17][CH:18]1[C:30]2[C:25](=[CH:26][CH:27]=[CH:28][CH:29]=2)[C:24]2[C:19]1=[CH:20][CH:21]=[CH:22][CH:23]=2)=[O:15]. Product: [CH:29]1[C:30]2[CH:18]([CH2:17][O:16][C:14]([NH:1][C:2]([CH3:8])([CH2:6][OH:7])[C:3]([OH:5])=[O:4])=[O:15])[C:19]3[C:24](=[CH:23][CH:22]=[CH:21][CH:20]=3)[C:25]=2[CH:26]=[CH:27][CH:28]=1. The catalyst class is: 127. (2) Reactant: [CH2:1]([O:8][CH2:9][CH2:10][CH2:11][C:12]1[S:21][C:15]2[N:16]=[CH:17][NH:18][C:19](=[O:20])[C:14]=2[CH:13]=1)[C:2]1[CH:7]=[CH:6][CH:5]=[CH:4][CH:3]=1.[F:22][C:23]1[CH:28]=[C:27]([F:29])[CH:26]=[CH:25][C:24]=1[C:30]1([CH2:33][N:34]2[CH:38]=[N:37][CH:36]=[N:35]2)[CH2:32][O:31]1.C[O-].[Na+]. Product: [CH2:1]([O:8][CH2:9][CH2:10][CH2:11][C:12]1[S:21][C:15]2[N:16]=[CH:17][N:18]([CH2:32][C:30]([C:24]3[CH:25]=[CH:26][C:27]([F:29])=[CH:28][C:23]=3[F:22])([OH:31])[CH2:33][N:34]3[CH:38]=[N:37][CH:36]=[N:35]3)[C:19](=[O:20])[C:14]=2[CH:13]=1)[C:2]1[CH:3]=[CH:4][CH:5]=[CH:6][CH:7]=1. The catalyst class is: 107. (3) Reactant: [F:1][C:2]1[C:10]([CH2:11][C:12]2[N:16]3[N:17]=[C:18]([C:21](=O)[CH3:22])[CH:19]=[CH:20][C:15]3=[N:14][CH:13]=2)=[C:9]([F:24])[CH:8]=[C:7]2[C:3]=1[CH:4]=[N:5][N:6]2[CH3:25].[NH2:26][O:27][CH2:28][CH2:29][OH:30]. Product: [OH:30][CH2:29][CH2:28][O:27]/[N:26]=[C:21](/[C:18]1[CH:19]=[CH:20][C:15]2[N:16]([C:12]([CH2:11][C:10]3[C:2]([F:1])=[C:3]4[C:7](=[CH:8][C:9]=3[F:24])[N:6]([CH3:25])[N:5]=[CH:4]4)=[CH:13][N:14]=2)[N:17]=1)\[CH3:22]. The catalyst class is: 100. (4) Reactant: C[O:2][C:3](=[O:18])[C@H:4]([CH2:14][CH2:15][CH2:16][CH3:17])[NH:5][C:6]([O:8][CH2:9][CH2:10][CH2:11][CH:12]=[CH2:13])=[O:7].[OH-].[Na+].CCOC(C)=O.Cl. Product: [CH2:9]([O:8][C:6]([NH:5][C@H:4]([C:3]([OH:18])=[O:2])[CH2:14][CH2:15][CH2:16][CH3:17])=[O:7])[CH2:10][CH2:11][CH:12]=[CH2:13]. The catalyst class is: 1. (5) Reactant: [Cl:1][C:2]1[C:7]([O:8][CH3:9])=[CH:6][C:5]([C:10]([C:12]2[C:13]([CH2:26][CH2:27][CH3:28])=[N:14][CH:15]=[CH:16][C:17]=2OC2C=CC(Cl)=CC=2)=O)=[C:4](F)[CH:3]=1.[CH3:30][NH:31][NH2:32].C([O:36][CH2:37][CH3:38])(=O)C. Product: [Cl:1][C:2]1[CH:3]=[C:4]2[C:5]([C:10]([C:12]3[C:13]([CH2:26][CH2:27][CH3:28])=[N:14][C:15]([O:36][C:37]4[CH:38]=[CH:7][C:2]([Cl:1])=[CH:3][CH:4]=4)=[CH:16][CH:17]=3)=[N:32][N:31]2[CH3:30])=[CH:6][C:7]=1[O:8][CH3:9]. The catalyst class is: 16. (6) Reactant: C1C=CC(P(C2C=CC=CC=2)C2C=CC=CC=2)=CC=1.N(C(OC(C)C)=O)=NC(OC(C)C)=O.[Br:34][C:35]1[CH:36]=[CH:37][C:38]([OH:67])=[C:39]2[C:44]=1[CH:43]([C:45]([O:47][CH2:48][CH3:49])=[O:46])[N:42]([S:50]([C:53]1[CH:58]=[CH:57][C:56]([O:59][C:60]3[CH:65]=[CH:64][C:63]([F:66])=[CH:62][CH:61]=3)=[CH:55][CH:54]=1)(=[O:52])=[O:51])[CH2:41][CH2:40]2.C(N(CC)CC)C.[N:75]1([CH2:81][CH2:82]O)[CH2:80][CH2:79][CH2:78][CH2:77][CH2:76]1. Product: [Br:34][C:35]1[CH:36]=[CH:37][C:38]([O:67][CH2:82][CH2:81][N:75]2[CH2:80][CH2:79][CH2:78][CH2:77][CH2:76]2)=[C:39]2[C:44]=1[CH:43]([C:45]([O:47][CH2:48][CH3:49])=[O:46])[N:42]([S:50]([C:53]1[CH:58]=[CH:57][C:56]([O:59][C:60]3[CH:61]=[CH:62][C:63]([F:66])=[CH:64][CH:65]=3)=[CH:55][CH:54]=1)(=[O:52])=[O:51])[CH2:41][CH2:40]2. The catalyst class is: 4. (7) Reactant: [C:1]([CH:5]1[CH2:10][CH2:9][CH:8]([CH:11]2[NH:17][CH2:16][CH2:15][CH2:14][N:13]3[CH:18]=[CH:19][CH:20]=[C:12]23)[CH2:7][CH2:6]1)([CH3:4])([CH3:3])[CH3:2].[F:21][C:22]1[CH:30]=[C:29]([F:31])[CH:28]=[CH:27][C:23]=1[C:24](Cl)=[O:25].C(N(CC)CC)C. Product: [C:1]([CH:5]1[CH2:6][CH2:7][CH:8]([CH:11]2[N:17]([C:24]([C:23]3[CH:27]=[CH:28][C:29]([F:31])=[CH:30][C:22]=3[F:21])=[O:25])[CH2:16][CH2:15][CH2:14][N:13]3[CH:18]=[CH:19][CH:20]=[C:12]23)[CH2:9][CH2:10]1)([CH3:4])([CH3:2])[CH3:3]. The catalyst class is: 56. (8) Reactant: [F:1][C:2]1[CH:3]=[C:4]([C:10]2[CH:15]=[CH:14][C:13]([O:16][CH2:17][C:18]3[CH:19]=[C:20]([CH:35]=[CH:36][CH:37]=3)[C:21]([N:23]3[CH2:34][CH2:33][CH2:32][C@H:24]3[C:25]([O:27][C:28]([CH3:31])([CH3:30])[CH3:29])=[O:26])=[O:22])=[CH:12][CH:11]=2)[CH:5]=[C:6]([OH:9])[C:7]=1[F:8].C(=O)([O-])[O-].[K+].[K+].Br[CH2:45][C:46](=[O:48])[CH3:47]. Product: [F:1][C:2]1[CH:3]=[C:4]([C:10]2[CH:15]=[CH:14][C:13]([O:16][CH2:17][C:18]3[CH:19]=[C:20]([CH:35]=[CH:36][CH:37]=3)[C:21]([N:23]3[CH2:34][CH2:33][CH2:32][C@H:24]3[C:25]([O:27][C:28]([CH3:31])([CH3:30])[CH3:29])=[O:26])=[O:22])=[CH:12][CH:11]=2)[CH:5]=[C:6]([O:9][CH2:45][C:46](=[O:48])[CH3:47])[C:7]=1[F:8]. The catalyst class is: 3. (9) Reactant: [N:1]1[C:9]2[C:4](=[N:5][CH:6]=[CH:7][CH:8]=2)[N:3]([C:10]2[CH:15]=[CH:14][C:13]([C:16](=[O:20])[C:17]([OH:19])=O)=[CH:12][CH:11]=2)[CH:2]=1.CN(C(ON1N=NC2C=CC=NC1=2)=[N+](C)C)C.F[P-](F)(F)(F)(F)F.C(N(CC)CC)C.[C:52]([C:56]1[CH:57]=[C:58]([NH2:68])[N:59]([C:61]2[CH:66]=[CH:65][C:64]([CH3:67])=[CH:63][CH:62]=2)[N:60]=1)([CH3:55])([CH3:54])[CH3:53]. Product: [C:52]([C:56]1[CH:57]=[C:58]([NH:68][C:17](=[O:19])[C:16]([C:13]2[CH:12]=[CH:11][C:10]([N:3]3[C:4]4=[N:5][CH:6]=[CH:7][CH:8]=[C:9]4[N:1]=[CH:2]3)=[CH:15][CH:14]=2)=[O:20])[N:59]([C:61]2[CH:62]=[CH:63][C:64]([CH3:67])=[CH:65][CH:66]=2)[N:60]=1)([CH3:55])([CH3:54])[CH3:53]. The catalyst class is: 3.